This data is from Reaction yield outcomes from USPTO patents with 853,638 reactions. The task is: Predict the reaction yield, written as a fraction of the theoretical maximum amount of product (1.0 means a 100% yield; for example, 0.34 means a 34% yield). (1) The reactants are Cl[C:2]1[CH:3]=[CH:4][C:5]2[N:6]([CH:8]=[CH:9][N:10]=2)[N:7]=1.[NH2:11][C:12]1[CH:17]=[CH:16][C:15]([OH:18])=[CH:14][CH:13]=1.C(=O)([O-])[O-].[K+].[K+].CN1CCCC1=O. The catalyst is [OH-].[Na+]. The product is [N:10]1[CH:9]=[CH:8][N:6]2[C:5]=1[CH:4]=[CH:3][C:2]([O:18][C:15]1[CH:16]=[CH:17][C:12]([NH2:11])=[CH:13][CH:14]=1)=[N:7]2. The yield is 0.670. (2) The product is [CH2:27]([O:29][C:30](=[O:53])[CH2:31][C:32]1[N:33]=[C:34]([NH:37][C:38]([NH:9][C:8]2[CH:10]=[CH:11][C:12]([CH3:14])=[CH:13][C:7]=2[O:6][CH:1]2[CH2:5][CH2:4][CH2:3][CH2:2]2)=[O:39])[S:35][CH:36]=1)[CH3:28].[CH:49]1([O:48][C:42]2[CH:43]=[C:44]([CH3:47])[CH:45]=[CH:46][C:41]=2[NH:40][C:38](=[O:39])[NH:37][C:34]2[S:35][CH:36]=[C:32]([CH2:31][C:30]([OH:29])=[O:53])[N:33]=2)[CH2:15][CH2:51][CH2:52][CH2:50]1. The reactants are [CH:1]1([O:6][C:7]2[CH:13]=[C:12]([CH3:14])[CH:11]=[CH:10][C:8]=2[NH2:9])[CH2:5][CH2:4][CH2:3][CH2:2]1.[CH2:15](OC(=O)CC1N=C(N)SC=1)C.[CH2:27]([O:29][C:30](=[O:53])[CH2:31][C:32]1[N:33]=[C:34]([NH:37][C:38]([NH:40][C:41]2[CH:46]=[CH:45][C:44]([CH3:47])=[CH:43][C:42]=2[O:48][CH2:49][CH:50]2[CH2:52][CH2:51]2)=[O:39])[S:35][CH:36]=1)[CH3:28]. No catalyst specified. The yield is 0.620. (3) The reactants are [CH3:1][N:2]1[C:8]2[CH:9]=[C:10](/[CH:13]=[CH:14]/[C:15]([O:17][CH3:18])=[O:16])[CH:11]=[CH:12][C:7]=2[C:6]([C:19]2[CH:24]=[CH:23][CH:22]=[CH:21][CH:20]=2)=[N:5][CH2:4][C:3]1=[O:25]. The catalyst is CO. The product is [CH3:1][N:2]1[C:8]2[CH:9]=[C:10]([CH2:13][CH2:14][C:15]([O:17][CH3:18])=[O:16])[CH:11]=[CH:12][C:7]=2[C:6]([C:19]2[CH:24]=[CH:23][CH:22]=[CH:21][CH:20]=2)=[N:5][CH2:4][C:3]1=[O:25]. The yield is 0.900. (4) The reactants are F[C:2]1[C:7]([Cl:8])=[CH:6][CH:5]=[CH:4][C:3]=1[N+:9]([O-:11])=[O:10].[CH3:12][NH2:13]. The catalyst is CCO.O. The product is [Cl:8][C:7]1[CH:6]=[CH:5][CH:4]=[C:3]([N+:9]([O-:11])=[O:10])[C:2]=1[NH:13][CH3:12]. The yield is 0.900. (5) The reactants are [Br:1][C:2]1[CH:7]=[CH:6][C:5](I)=[C:4]([CH3:9])[CH:3]=1.C([Mg]Br)(C)C.[C:15]1(=[O:21])[O:20][C:18](=[O:19])[CH2:17][CH2:16]1. The catalyst is C1COCC1. The product is [Br:1][C:2]1[CH:7]=[CH:6][C:5]([C:15](=[O:21])[CH2:16][CH2:17][C:18]([OH:20])=[O:19])=[C:4]([CH3:9])[CH:3]=1. The yield is 0.310. (6) The reactants are [Si:1]([O:18][C:19]1[CH:20]=[C:21]([C:27]2[CH:32]=[CH:31][CH:30]=[C:29]([CH:33]=O)[CH:28]=2)[CH:22]=[C:23]([O:25][CH3:26])[CH:24]=1)([C:14]([CH3:17])([CH3:16])[CH3:15])([C:8]1[CH:13]=[CH:12][CH:11]=[CH:10][CH:9]=1)[C:2]1[CH:7]=[CH:6][CH:5]=[CH:4][CH:3]=1.[CH2:35]([SH:39])[CH2:36][CH2:37][SH:38].C(=O)(O)[O-].[Na+]. The catalyst is ClCCl. The product is [C:14]([Si:1]([O:18][C:19]1[CH:20]=[C:21]([C:27]2[CH:32]=[CH:31][CH:30]=[C:29]([CH:33]3[S:39][CH2:35][CH2:36][CH2:37][S:38]3)[CH:28]=2)[CH:22]=[C:23]([O:25][CH3:26])[CH:24]=1)([C:2]1[CH:3]=[CH:4][CH:5]=[CH:6][CH:7]=1)[C:8]1[CH:13]=[CH:12][CH:11]=[CH:10][CH:9]=1)([CH3:17])([CH3:16])[CH3:15]. The yield is 0.850. (7) The reactants are [Cl:1][C:2]1[CH:7]=[CH:6][C:5]([S:8]([N:11]([CH2:22][C:23]2[CH:28]=[CH:27][C:26]([C:29]#[N:30])=[CH:25][C:24]=2[F:31])[C@H:12]([CH2:16][CH2:17][C:18]([F:21])([F:20])[F:19])[C:13]([NH2:15])=[O:14])(=[O:10])=[O:9])=[CH:4][CH:3]=1.[CH3:32][OH:33].[NH2:34]O. The catalyst is O. The product is [Cl:1][C:2]1[CH:3]=[CH:4][C:5]([S:8]([N:11]([CH2:22][C:23]2[CH:28]=[CH:27][C:26]([C:29]3[N:34]=[CH:32][O:33][N:30]=3)=[CH:25][C:24]=2[F:31])[C@H:12]([CH2:16][CH2:17][C:18]([F:21])([F:20])[F:19])[C:13]([NH2:15])=[O:14])(=[O:9])=[O:10])=[CH:6][CH:7]=1. The yield is 0.960. (8) The reactants are [H-].[Na+].[O:3]=[C:4]([CH2:12][C:13]1[CH:18]=[CH:17][CH:16]=[CH:15][CH:14]=1)[CH2:5]P(=O)(OC)OC.[CH3:19][O:20][C:21](=[O:37])[CH2:22][O:23][CH2:24][CH2:25][CH2:26][CH2:27][N:28]1[C:33](=[O:34])[CH2:32][CH2:31][CH2:30][C@@H:29]1[CH:35]=O. The catalyst is C1COCC1. The product is [CH3:19][O:20][C:21](=[O:37])[CH2:22][O:23][CH2:24][CH2:25][CH2:26][CH2:27][N:28]1[C@@H:29](/[CH:35]=[CH:5]/[C:4](=[O:3])[CH2:12][C:13]2[CH:14]=[CH:15][CH:16]=[CH:17][CH:18]=2)[CH2:30][CH2:31][CH2:32][C:33]1=[O:34]. The yield is 0.310.